This data is from Full USPTO retrosynthesis dataset with 1.9M reactions from patents (1976-2016). The task is: Predict the reactants needed to synthesize the given product. Given the product [CH3:30][O:29][CH2:28][C:27]([N:26]([CH3:32])[C:23]1[N:24]=[CH:25][C:20]([NH:19][C:12]([C:10]2[N:11]=[C:7]([C:1]3[CH:2]=[CH:3][CH:4]=[CH:5][CH:6]=3)[O:8][C:9]=2[C:15]([F:18])([F:17])[F:16])=[O:14])=[CH:21][CH:22]=1)=[O:31], predict the reactants needed to synthesize it. The reactants are: [C:1]1([C:7]2[O:8][C:9]([C:15]([F:18])([F:17])[F:16])=[C:10]([C:12]([OH:14])=O)[N:11]=2)[CH:6]=[CH:5][CH:4]=[CH:3][CH:2]=1.[NH2:19][C:20]1[CH:21]=[CH:22][C:23]([N:26]([CH3:32])[C:27](=[O:31])[CH2:28][O:29][CH3:30])=[N:24][CH:25]=1.